This data is from Catalyst prediction with 721,799 reactions and 888 catalyst types from USPTO. The task is: Predict which catalyst facilitates the given reaction. (1) Reactant: [C:1]([O:5][C:6]([N:8]1[CH2:13][CH2:12][C:11]([CH3:17])(C(O)=O)[CH2:10][CH2:9]1)=[O:7])([CH3:4])([CH3:3])[CH3:2].C1(P([N:32]=[N+]=[N-])(C2C=CC=CC=2)=O)C=CC=CC=1.C(N(CC)CC)C. Product: [NH2:32][C:11]1([CH3:17])[CH2:12][CH2:13][N:8]([C:6]([O:5][C:1]([CH3:4])([CH3:3])[CH3:2])=[O:7])[CH2:9][CH2:10]1. The catalyst class is: 11. (2) Reactant: [Si:1]([O:8][C:9]1[CH:14]=[CH:13][C:12]([C@H:15]2[N:18]([C:19]3[CH:24]=[CH:23][C:22](I)=[CH:21][CH:20]=3)[C:17](=[O:26])[C@@H:16]2[CH2:27][CH2:28][C@@H:29]([C:31]2[CH:36]=[CH:35][C:34]([F:37])=[CH:33][CH:32]=2)[OH:30])=[CH:11][CH:10]=1)([C:4]([CH3:7])([CH3:6])[CH3:5])([CH3:3])[CH3:2].[CH2:38]([NH2:41])[C:39]#[CH:40].C(N(CC)CC)C. The catalyst class is: 122. Product: [NH2:41][CH2:38][C:39]#[C:40][C:22]1[CH:23]=[CH:24][C:19]([N:18]2[C@H:15]([C:12]3[CH:13]=[CH:14][C:9]([O:8][Si:1]([C:4]([CH3:7])([CH3:6])[CH3:5])([CH3:3])[CH3:2])=[CH:10][CH:11]=3)[C@@H:16]([CH2:27][CH2:28][C@@H:29]([C:31]3[CH:36]=[CH:35][C:34]([F:37])=[CH:33][CH:32]=3)[OH:30])[C:17]2=[O:26])=[CH:20][CH:21]=1. (3) The catalyst class is: 790. Reactant: C([O-])([O-])=O.[K+].[K+].Br[C:8]1[CH:13]=[CH:12][C:11]([C@@H:14]2[CH2:16][C@H:15]2[NH:17][C:18](=[O:24])[O:19][C:20]([CH3:23])([CH3:22])[CH3:21])=[CH:10][CH:9]=1.[NH2:25][C:26]1[CH:27]=[C:28](B(O)O)[CH:29]=[CH:30][CH:31]=1. Product: [NH2:25][C:26]1[CH:31]=[C:30]([C:8]2[CH:13]=[CH:12][C:11]([C@@H:14]3[CH2:16][C@H:15]3[NH:17][C:18](=[O:24])[O:19][C:20]([CH3:23])([CH3:22])[CH3:21])=[CH:10][CH:9]=2)[CH:29]=[CH:28][CH:27]=1. (4) Reactant: [F:1][C:2]1[CH:3]=[C:4]([CH:7]=[C:8]([F:11])[C:9]=1[CH3:10])[C:5]#[N:6].CC(N=NC(C#N)(C)C)(C#N)C.BrN1C(=O)CCC1=O.Cl.[C:33]([O:37][C:38](=[O:42])[CH2:39][NH:40][CH3:41])([CH3:36])([CH3:35])[CH3:34].C([O-])([O-])=O.[K+].[K+]. Product: [C:5]([C:4]1[CH:3]=[C:2]([F:1])[C:9]([CH2:10][N:40]([CH3:41])[CH2:39][C:38]([O:37][C:33]([CH3:36])([CH3:35])[CH3:34])=[O:42])=[C:8]([F:11])[CH:7]=1)#[N:6]. The catalyst class is: 10. (5) Reactant: [NH2:1][C:2]1[C:3]([CH2:15][NH:16][C@H:17]([CH:38]2[CH2:43][CH2:42][CH2:41][CH2:40][CH2:39]2)[CH2:18][CH2:19][C:20]([NH:22][C@H:23]([CH2:32][O:33][C:34]([CH3:37])([CH3:36])[CH3:35])[C:24]([N:26]2[CH2:31][CH2:30][O:29][CH2:28][CH2:27]2)=[O:25])=[O:21])=[CH:4][C:5]([O:8][C:9]2[CH:14]=[CH:13][CH:12]=[CH:11][CH:10]=2)=[N:6][CH:7]=1.Br[C:45]#[N:46]. Product: [NH2:46][C:45]1[N:16]([C@H:17]([CH:38]2[CH2:39][CH2:40][CH2:41][CH2:42][CH2:43]2)[CH2:18][CH2:19][C:20]([NH:22][C@H:23]([CH2:32][O:33][C:34]([CH3:37])([CH3:36])[CH3:35])[C:24]([N:26]2[CH2:31][CH2:30][O:29][CH2:28][CH2:27]2)=[O:25])=[O:21])[CH2:15][C:3]2[CH:4]=[C:5]([O:8][C:9]3[CH:14]=[CH:13][CH:12]=[CH:11][CH:10]=3)[N:6]=[CH:7][C:2]=2[N:1]=1. The catalyst class is: 14. (6) Reactant: C(CC(Cl)=O)#N.COC1C=CC([NH:15][C:16](=O)[CH2:17][C:18]([NH:20][C:21]([CH3:37])([CH2:27][C:28](=[O:36])[C:29]2[CH:34]=[CH:33][C:32]([CH3:35])=[CH:31][CH:30]=2)[C:22]([O:24][CH2:25][CH3:26])=[O:23])=[O:19])=CC=1.N1C=CC=CC=1. Product: [C:16]([CH2:17][C:18]([NH:20][C:21]([CH3:37])([CH2:27][C:28](=[O:36])[C:29]1[CH:30]=[CH:31][C:32]([CH3:35])=[CH:33][CH:34]=1)[C:22]([O:24][CH2:25][CH3:26])=[O:23])=[O:19])#[N:15]. The catalyst class is: 64.